From a dataset of Peptide-MHC class I binding affinity with 185,985 pairs from IEDB/IMGT. Regression. Given a peptide amino acid sequence and an MHC pseudo amino acid sequence, predict their binding affinity value. This is MHC class I binding data. (1) The peptide sequence is ILNKIVQLPK. The MHC is HLA-A11:01 with pseudo-sequence HLA-A11:01. The binding affinity (normalized) is 0.476. (2) The peptide sequence is AMWDWSKSV. The MHC is HLA-A02:12 with pseudo-sequence HLA-A02:12. The binding affinity (normalized) is 1.00.